From a dataset of Catalyst prediction with 721,799 reactions and 888 catalyst types from USPTO. Predict which catalyst facilitates the given reaction. (1) Reactant: [SH:1][C@H:2]1[C:10]2[C:5](=[CH:6][CH:7]=[CH:8][CH:9]=2)[C@H:4]([N:11]2[C:19](=[O:20])[C:18]3[C:13](=[CH:14][CH:15]=[CH:16][CH:17]=3)[C:12]2=[O:21])[CH2:3]1.I[C:23]1[CH:24]=[CH:25][C:26]2[N:27]([C:29]([CH:32]([CH3:34])[CH3:33])=[N:30][N:31]=2)[CH:28]=1.C([O-])([O-])=O.[Cs+].[Cs+].C(Cl)Cl. Product: [CH:32]([C:29]1[N:27]2[CH:28]=[C:23]([S:1][C@H:2]3[C:10]4[C:5](=[CH:6][CH:7]=[CH:8][CH:9]=4)[C@H:4]([N:11]4[C:19](=[O:20])[C:18]5[C:13](=[CH:14][CH:15]=[CH:16][CH:17]=5)[C:12]4=[O:21])[CH2:3]3)[CH:24]=[CH:25][C:26]2=[N:31][N:30]=1)([CH3:34])[CH3:33]. The catalyst class is: 140. (2) Reactant: [O:1]=[C:2]1[CH2:13][CH2:12][CH:11]=[CH:10][CH2:9][C@@H:8]([CH2:14][C:15]([O:17]C(C)(C)C)=O)[C:7](=[O:22])[O:6][CH2:5][C@@H:4]([C:23]2[CH:28]=[CH:27][CH:26]=[CH:25][CH:24]=2)[NH:3]1.FC(F)(F)C(O)=O.O=C1CCC=CC[C@@H](CC(O)=O)C(=O)OC[C@@H](C2C=CC=CC=2)N1.C(Cl)CCl.C1C=CC2N(O)N=NC=2C=1.[Cl:74][C:75]1[CH:82]=[CH:81][C:78]([CH2:79][NH2:80])=[CH:77][CH:76]=1.CCN(C(C)C)C(C)C. Product: [Cl:74][C:75]1[CH:82]=[CH:81][C:78]([CH2:79][NH:80][C:15](=[O:17])[CH2:14][C@H:8]2[C:7](=[O:22])[O:6][CH2:5][C@@H:4]([C:23]3[CH:24]=[CH:25][CH:26]=[CH:27][CH:28]=3)[NH:3][C:2](=[O:1])[CH2:13][CH2:12][CH:11]=[CH:10][CH2:9]2)=[CH:77][CH:76]=1. The catalyst class is: 64.